This data is from Catalyst prediction with 721,799 reactions and 888 catalyst types from USPTO. The task is: Predict which catalyst facilitates the given reaction. (1) Reactant: [NH2:1][C:2]1[S:3][C:4]([CH:7]=[O:8])=[CH:5][N:6]=1.C(N(CC)CC)C.[CH3:16][O:17][CH2:18][C:19](Cl)=[O:20]. Product: [CH:7]([C:4]1[S:3][C:2]([NH:1][C:19](=[O:20])[CH2:18][O:17][CH3:16])=[N:6][CH:5]=1)=[O:8]. The catalyst class is: 7. (2) Reactant: [C:1]([C:5]1[N:9]([CH2:10][CH:11]2[CH2:16][CH2:15][O:14][CH2:13][CH2:12]2)[C:8]2[CH:17]=[CH:18][C:19]([S:21](Cl)(=[O:23])=[O:22])=[CH:20][C:7]=2[N:6]=1)([CH3:4])([CH3:3])[CH3:2].[CH3:25][NH:26][C:27]1[CH:32]=[CH:31][CH:30]=[CH:29][CH:28]=1. Product: [C:1]([C:5]1[N:9]([CH2:10][CH:11]2[CH2:16][CH2:15][O:14][CH2:13][CH2:12]2)[C:8]2[CH:17]=[CH:18][C:19]([S:21]([N:26]([CH3:25])[C:27]3[CH:32]=[CH:31][CH:30]=[CH:29][CH:28]=3)(=[O:23])=[O:22])=[CH:20][C:7]=2[N:6]=1)([CH3:4])([CH3:3])[CH3:2]. The catalyst class is: 649. (3) Reactant: [CH:1]([NH:4][CH2:5][CH2:6][O:7][C:8]1[CH:9]=[CH:10][C:11]([C:22]2[NH:31][C:30](=[O:32])[C:29]3[C:24](=[CH:25][C:26]([O:35][CH3:36])=[CH:27][C:28]=3[O:33][CH3:34])[N:23]=2)=[N:12][C:13]=1[C:14]1[CH:19]=[CH:18][C:17]([S:20][CH3:21])=[CH:16][CH:15]=1)([CH3:3])[CH3:2].[C:37](O[C:37]([O:39][C:40]([CH3:43])([CH3:42])[CH3:41])=[O:38])([O:39][C:40]([CH3:43])([CH3:42])[CH3:41])=[O:38].C(N(CC)CC)C. Product: [C:40]([O:39][C:37](=[O:38])[N:4]([CH2:5][CH2:6][O:7][C:8]1[C:13]([C:14]2[CH:19]=[CH:18][C:17]([S:20][CH3:21])=[CH:16][CH:15]=2)=[N:12][C:11]([C:22]2[NH:31][C:30](=[O:32])[C:29]3[C:24](=[CH:25][C:26]([O:35][CH3:36])=[CH:27][C:28]=3[O:33][CH3:34])[N:23]=2)=[CH:10][CH:9]=1)[CH:1]([CH3:3])[CH3:2])([CH3:43])([CH3:42])[CH3:41]. The catalyst class is: 46. (4) Reactant: [NH2:1][C@@H:2]1[C:8](=[O:9])[N:7]([CH2:10][C:11]([O:13][CH3:14])=[O:12])[C:6]2[CH:15]=[CH:16][CH:17]=[CH:18][C:5]=2[O:4][C@@H:3]1[C:19]1[CH:24]=[CH:23][CH:22]=[CH:21][CH:20]=1.[F:25][C:26]1[CH:27]=[C:28]([CH2:33][C:34]([NH:36][C@H:37]([C:39](O)=[O:40])[CH3:38])=[O:35])[CH:29]=[C:30]([F:32])[CH:31]=1.C1C=CC2N(O)N=NC=2C=1.CN1CCOCC1.CCN=C=NCCCN(C)C.Cl. Product: [F:25][C:26]1[CH:27]=[C:28]([CH2:33][C:34]([NH:36][C@H:37]([C:39]([NH:1][C@@H:2]2[C:8](=[O:9])[N:7]([CH2:10][C:11]([O:13][CH3:14])=[O:12])[C:6]3[CH:15]=[CH:16][CH:17]=[CH:18][C:5]=3[O:4][C@@H:3]2[C:19]2[CH:24]=[CH:23][CH:22]=[CH:21][CH:20]=2)=[O:40])[CH3:38])=[O:35])[CH:29]=[C:30]([F:32])[CH:31]=1. The catalyst class is: 2. (5) Reactant: [OH:1][CH:2]1[CH:8]([NH:9][C:10](=[O:15])[C:11]([F:14])([F:13])[F:12])[CH2:7][CH2:6][N:5](C(OCC2C=CC=CC=2)=O)[CH2:4][CH2:3]1. Product: [OH:1][CH:2]1[CH:8]([NH:9][C:10](=[O:15])[C:11]([F:12])([F:13])[F:14])[CH2:7][CH2:6][NH:5][CH2:4][CH2:3]1. The catalyst class is: 19. (6) The catalyst class is: 8. Product: [OH:2][CH2:1][C:3]1[CH:8]=[CH:7][C:6]([C:9]2[CH:14]=[CH:13][C:12]([CH2:15][CH2:16][NH:17][S:18]([CH:21]([CH3:23])[CH3:22])(=[O:20])=[O:19])=[CH:11][CH:10]=2)=[CH:5][CH:4]=1. Reactant: [CH:1]([C:3]1[CH:8]=[CH:7][C:6]([C:9]2[CH:14]=[CH:13][C:12]([CH2:15][CH2:16][NH:17][S:18]([CH:21]([CH3:23])[CH3:22])(=[O:20])=[O:19])=[CH:11][CH:10]=2)=[CH:5][CH:4]=1)=[O:2].[BH4-].[Na+].C(OCC)(=O)C.O.